This data is from Catalyst prediction with 721,799 reactions and 888 catalyst types from USPTO. The task is: Predict which catalyst facilitates the given reaction. (1) Reactant: [Cl-].[OH:2][C:3]([CH:5]([C:7]1[CH:16]=[CH:15][C:10]([CH2:11][CH:12]([CH3:14])[CH3:13])=[CH:9][CH:8]=1)[CH3:6])=[O:4].N1C=CC=CC=1.[CH3:23][CH:24]([CH2:26][CH2:27][C@H:28]1[C@:33](O)([C:34]([CH2:36][CH2:37][CH:38]([CH3:40])[CH3:39])=[O:35])[C:32]([OH:42])=[C:31]([C:43]([CH2:45][CH:46]([CH3:48])[CH3:47])=[O:44])[C:29]1=[O:30])[CH3:25]. Product: [CH3:14][CH:12]([CH3:13])[CH2:11][C:10]1[CH:9]=[CH:8][C:7]([CH:5]([CH3:6])[C:3]([O:2][C@:33]2([C:34](=[O:35])[CH2:36][CH2:37][CH:38]([CH3:40])[CH3:39])[C:32](=[O:42])[C:31]([C:43](=[O:44])[CH2:45][CH:46]([CH3:48])[CH3:47])=[C:29]([OH:30])[C@@H:28]2[CH2:27][CH2:26][CH:24]([CH3:23])[CH3:25])=[O:4])=[CH:16][CH:15]=1. The catalyst class is: 4. (2) Product: [CH3:14][C:9]([CH3:15])([CH:8]([C:16]1[CH:21]=[CH:20][CH:19]=[CH:18][CH:17]=1)[C:5]1[CH:6]=[CH:7][C:2]([N:22]2[CH2:27][CH2:26][CH2:25][CH2:24][CH2:23]2)=[CH:3][CH:4]=1)[C:10]([O:12][CH3:13])=[O:11]. The catalyst class is: 164. Reactant: Br[C:2]1[CH:7]=[CH:6][C:5]([CH:8]([C:16]2[CH:21]=[CH:20][CH:19]=[CH:18][CH:17]=2)[C:9]([CH3:15])([CH3:14])[C:10]([O:12][CH3:13])=[O:11])=[CH:4][CH:3]=1.[NH:22]1[CH2:27][CH2:26][CH2:25][CH2:24][CH2:23]1.C(P(C(C)(C)C)C1C=CC=CC=1C1C=CC=CC=1)(C)(C)C.CC(C)([O-])C.[Na+]. (3) Reactant: Br[C:2]1[CH:7]=[CH:6][C:5]([O:8][CH2:9][O:10][CH3:11])=[C:4]([Cl:12])[CH:3]=1.[NH:13]1[CH2:18][CH2:17][O:16][CH2:15][CH2:14]1.CC(C)([O-])C.[Na+]. Product: [Cl:12][C:4]1[CH:3]=[C:2]([N:13]2[CH2:18][CH2:17][O:16][CH2:15][CH2:14]2)[CH:7]=[CH:6][C:5]=1[O:8][CH2:9][O:10][CH3:11]. The catalyst class is: 11. (4) Reactant: [Cl:1][C:2]1[CH:11]=[C:10]2[C:5]([CH:6]=[CH:7][CH:8]=[C:9]2[NH2:12])=[CH:4][CH:3]=1.[H+].[B-:14]([F:18])([F:17])([F:16])[F:15].[N:19]([O-])=O.[Na+]. Product: [F:15][B-:14]([F:18])([F:17])[F:16].[Cl:1][C:2]1[CH:11]=[C:10]2[C:5]([CH:6]=[CH:7][CH:8]=[C:9]2[N+:12]#[N:19])=[CH:4][CH:3]=1. The catalyst class is: 6. (5) Reactant: [CH3:1][CH2:2][C:3]([N:26]([CH3:28])[CH3:27])([C:20]1[CH:21]=[CH:22][CH:23]=[CH:24][CH:25]=1)[CH2:4][O:5][C:6]([C:8]1[CH:9]=[C:10]([O:18][CH3:19])[C:11]([O:16][CH3:17])=[C:12]([O:14][CH3:15])[CH:13]=1)=[O:7].O.[C:30]1([CH3:40])[CH:35]=[CH:34][C:33]([S:36]([OH:39])(=[O:38])=[O:37])=[CH:32][CH:31]=1.CCC(N(C)C)(C1C=CC=CC=1)COC(C1C=C(OC)C(OC)=C(OC)C=1)=O.CC1C=CC(S(O)(=O)=O)=CC=1. Product: [CH3:1][CH2:2][C:3]([N:26]([CH3:28])[CH3:27])([C:20]1[CH:25]=[CH:24][CH:23]=[CH:22][CH:21]=1)[CH2:4][O:5][C:6]([C:8]1[CH:13]=[C:12]([O:14][CH3:15])[C:11]([O:16][CH3:17])=[C:10]([O:18][CH3:19])[CH:9]=1)=[O:7].[C:30]1([CH3:40])[CH:31]=[CH:32][C:33]([S:36]([O-:39])(=[O:37])=[O:38])=[CH:34][CH:35]=1. The catalyst class is: 14. (6) Reactant: [NH2:1][C:2]1[CH:7]=[CH:6][CH:5]=[C:4]([CH3:8])[C:3]=1[NH:9][CH:10]1[CH2:15][CH2:14][N:13]([C:16]([O:18][CH2:19][CH3:20])=[O:17])[CH2:12][CH2:11]1.Cl[C:22](Cl)([O:24]C(=O)OC(Cl)(Cl)Cl)Cl.C(N(CC)CC)C.O. Product: [CH2:19]([O:18][C:16]([N:13]1[CH2:12][CH2:11][CH:10]([N:9]2[C:3]3[C:4]([CH3:8])=[CH:5][CH:6]=[CH:7][C:2]=3[NH:1][C:22]2=[O:24])[CH2:15][CH2:14]1)=[O:17])[CH3:20]. The catalyst class is: 4. (7) Reactant: [Cl:1][C:2]1[CH:22]=[C:21]([C:23]2[S:24][CH:25]=[CH:26][CH:27]=2)[CH:20]=[CH:19][C:3]=1[CH2:4][N:5]1[C:9]2=[N:10][C:11]([C:14]([O:16][CH3:17])=[O:15])=[CH:12][CH:13]=[C:8]2[N:7]=[C:6]1[CH3:18].[Cl:28]N1C(=O)CCC1=O.ClCCl. Product: [Cl:1][C:2]1[CH:22]=[C:21]([C:23]2[S:24][C:25]([Cl:28])=[CH:26][CH:27]=2)[CH:20]=[CH:19][C:3]=1[CH2:4][N:5]1[C:9]2=[N:10][C:11]([C:14]([O:16][CH3:17])=[O:15])=[CH:12][CH:13]=[C:8]2[N:7]=[C:6]1[CH3:18]. The catalyst class is: 15. (8) Reactant: [CH3:1][O:2][C:3](=[O:12])[CH2:4][C:5]1[CH:10]=[CH:9][C:8](Br)=[CH:7][CH:6]=1.C1(P(C2CCCCC2)C2C=CC=CC=2C2C(OC)=CC=CC=2OC)CCCCC1.P([O-])([O-])([O-])=O.[K+].[K+].[K+].[CH2:50]([C:52]([C:74]1[CH:79]=[CH:78][C:77](B2OC(C)(C)C(C)(C)O2)=[C:76]([CH3:89])[CH:75]=1)([C:55]1[CH:60]=[CH:59][C:58]([C:61]#[C:62][C:63]2([O:68][Si:69]([CH3:72])([CH3:71])[CH3:70])[CH2:67][CH2:66][CH2:65][CH2:64]2)=[C:57]([CH3:73])[CH:56]=1)[CH2:53][CH3:54])[CH3:51].C(=O)(O)[O-].[Na+]. Product: [CH3:1][O:2][C:3](=[O:12])[CH2:4][C:5]1[CH:10]=[CH:9][C:8]([C:77]2[CH:78]=[CH:79][C:74]([C:52]([CH2:53][CH3:54])([C:55]3[CH:60]=[CH:59][C:58]([C:61]#[C:62][C:63]4([O:68][Si:69]([CH3:71])([CH3:72])[CH3:70])[CH2:67][CH2:66][CH2:65][CH2:64]4)=[C:57]([CH3:73])[CH:56]=3)[CH2:50][CH3:51])=[CH:75][C:76]=2[CH3:89])=[CH:7][CH:6]=1. The catalyst class is: 493. (9) Reactant: C(OC([N:6]1[CH:10]=[C:9](B2OC(C)(C)C(C)(C)O2)[CH:8]=[N:7]1)C)C.[NH2:20][C:21]1[N:26]=[CH:25][N:24]=[C:23]2[N:27]([CH:31]([C:33]3[C:34]([O:48][CH3:49])=[C:35]([CH:41]4[CH2:44][N:43]([CH2:45][C:46]#[N:47])[CH2:42]4)[C:36]([CH3:40])=[C:37]([Cl:39])[CH:38]=3)[CH3:32])[N:28]=[C:29](Br)[C:22]=12.C(=O)([O-])[O-].[Na+].[Na+].O.Cl.C([O-])(O)=O.[Na+]. Product: [NH2:20][C:21]1[N:26]=[CH:25][N:24]=[C:23]2[N:27]([CH:31]([C:33]3[C:34]([O:48][CH3:49])=[C:35]([CH:41]4[CH2:44][N:43]([CH2:45][C:46]#[N:47])[CH2:42]4)[C:36]([CH3:40])=[C:37]([Cl:39])[CH:38]=3)[CH3:32])[N:28]=[C:29]([C:9]3[CH:10]=[N:6][NH:7][CH:8]=3)[C:22]=12. The catalyst class is: 427.